This data is from Reaction yield outcomes from USPTO patents with 853,638 reactions. The task is: Predict the reaction yield, written as a fraction of the theoretical maximum amount of product (1.0 means a 100% yield; for example, 0.34 means a 34% yield). (1) The reactants are [Cl:1][C:2]1[C:11]2[C:6](=[CH:7][CH:8]=[C:9]([O:12][CH:13]3[CH2:18][CH2:17][N:16]([C:19](=[O:24])[CH2:20][N:21]([CH3:23])[CH3:22])[CH2:15][CH2:14]3)[CH:10]=2)[N:5]=[CH:4][N:3]=1.[OH:25][C:26]1[CH:32]=[CH:31][C:29]([NH2:30])=[CH:28][C:27]=1[O:33][CH3:34]. The catalyst is CC(O)C.Cl. The product is [ClH:1].[ClH:1].[CH3:22][N:21]([CH2:20][C:19]([N:16]1[CH2:17][CH2:18][CH:13]([O:12][C:9]2[CH:10]=[C:11]3[C:6](=[CH:7][CH:8]=2)[N:5]=[CH:4][N:3]=[C:2]3[NH:30][C:29]2[CH:31]=[CH:32][C:26]([OH:25])=[C:27]([O:33][CH3:34])[CH:28]=2)[CH2:14][CH2:15]1)=[O:24])[CH3:23]. The yield is 0.790. (2) The reactants are [Cl-].O[NH3+:3].[C:4](=[O:7])([O-])[OH:5].[Na+].CS(C)=O.[F:13][CH2:14][C:15]([CH2:53][F:54])([OH:52])[CH2:16][O:17][C@H:18]1[CH2:23][CH2:22][C@H:21]([N:24]2[C:29](=[O:30])[C:28]([CH2:31][C:32]3[CH:37]=[CH:36][C:35]([C:38]4[C:39]([C:44]#[N:45])=[CH:40][CH:41]=[CH:42][CH:43]=4)=[CH:34][CH:33]=3)=[C:27]([CH2:46][CH2:47][CH3:48])[N:26]3[N:49]=[CH:50][N:51]=[C:25]23)[CH2:20][CH2:19]1. The catalyst is O.C(OCC)(=O)C. The product is [F:13][CH2:14][C:15]([CH2:53][F:54])([OH:52])[CH2:16][O:17][C@H:18]1[CH2:23][CH2:22][C@H:21]([N:24]2[C:29](=[O:30])[C:28]([CH2:31][C:32]3[CH:37]=[CH:36][C:35]([C:38]4[CH:43]=[CH:42][CH:41]=[CH:40][C:39]=4[C:44]4[NH:3][C:4](=[O:7])[O:5][N:45]=4)=[CH:34][CH:33]=3)=[C:27]([CH2:46][CH2:47][CH3:48])[N:26]3[N:49]=[CH:50][N:51]=[C:25]23)[CH2:20][CH2:19]1. The yield is 0.610. (3) The reactants are O=[C:2]1[CH2:7][CH2:6][CH2:5][N:4]([C:8]([O:10][C:11]([CH3:14])([CH3:13])[CH3:12])=[O:9])[CH2:3]1.ClCCCl.C(O)(=O)/C=C\C(O)=O.[NH2:27][C:28]1[CH:29]=[C:30]2[C:34](=[CH:35][CH:36]=1)[N:33]([C:37](=[O:42])[C:38]([CH3:41])([CH3:40])[CH3:39])[N:32]=[CH:31]2.C(O[BH-](OC(=O)C)OC(=O)C)(=O)C.[Na+]. The catalyst is C(=O)(O)[O-].[Na+]. The product is [C:37]([N:33]1[C:34]2[C:30](=[CH:29][C:28]([NH:27][CH:2]3[CH2:7][CH2:6][CH2:5][N:4]([C:8]([O:10][C:11]([CH3:14])([CH3:13])[CH3:12])=[O:9])[CH2:3]3)=[CH:36][CH:35]=2)[CH:31]=[N:32]1)(=[O:42])[C:38]([CH3:41])([CH3:40])[CH3:39]. The yield is 0.910. (4) The reactants are [N+:1]([C:4]1[CH:10]=[C:9]([C:11]([CH3:14])([CH3:13])[CH3:12])[CH:8]=[CH:7][C:5]=1[NH2:6])([O-:3])=[O:2].CC(O)=O.[CH2:19]([CH2:23][C:24](=O)[CH3:25])[C:20]([CH3:22])=O. The catalyst is C1CCCCC1.C(Cl)Cl. The product is [C:11]([C:9]1[CH:8]=[CH:7][C:5]([N:6]2[C:24]([CH3:25])=[CH:23][CH:19]=[C:20]2[CH3:22])=[C:4]([N+:1]([O-:3])=[O:2])[CH:10]=1)([CH3:14])([CH3:13])[CH3:12]. The yield is 0.490.